The task is: Predict the reaction yield, written as a fraction of the theoretical maximum amount of product (1.0 means a 100% yield; for example, 0.34 means a 34% yield).. This data is from Reaction yield outcomes from USPTO patents with 853,638 reactions. (1) The reactants are CS([O:5][C@H:6]1[CH2:10][CH2:9][N:8]([S:11]([CH3:14])(=[O:13])=[O:12])[CH2:7]1)(=O)=O.O[C:16]1[CH:21]=[C:20]([CH3:22])[C:19]([C:23]2[CH:28]=[CH:27][CH:26]=[C:25]([CH2:29][O:30][C:31]3[CH:44]=[CH:43][C:34]4[C@H:35]([CH2:38][C:39]([O:41][CH3:42])=[O:40])[CH2:36][O:37][C:33]=4[CH:32]=3)[CH:24]=2)=[C:18]([CH3:45])[CH:17]=1.C(=O)([O-])[O-].[Cs+].[Cs+]. The catalyst is CN(C)C=O. The product is [CH3:45][C:18]1[CH:17]=[C:16]([O:5][C@@H:6]2[CH2:10][CH2:9][N:8]([S:11]([CH3:14])(=[O:13])=[O:12])[CH2:7]2)[CH:21]=[C:20]([CH3:22])[C:19]=1[C:23]1[CH:28]=[CH:27][CH:26]=[C:25]([CH2:29][O:30][C:31]2[CH:44]=[CH:43][C:34]3[C@H:35]([CH2:38][C:39]([O:41][CH3:42])=[O:40])[CH2:36][O:37][C:33]=3[CH:32]=2)[CH:24]=1. The yield is 0.751. (2) The reactants are [NH2:1][C:2]1[CH:7]=[CH:6][C:5]([C:8]2[N:9]([CH:22]3[CH2:25][CH2:24][CH2:23]3)[C:10]3[C:15]([C:16]=2[C:17]#[N:18])=[CH:14][CH:13]=[C:12]([O:19][CH2:20][CH3:21])[CH:11]=3)=[CH:4][CH:3]=1.Cl[C:27]([O:29][C:30]1[CH:35]=[CH:34][C:33]([N+]([O-])=O)=C[CH:31]=1)=[O:28].N1C=CC=CC=1.C1(C(C)O)CC1. The catalyst is C(Cl)Cl.ClCCCl. The product is [CH:35]1([CH:30]([O:29][C:27](=[O:28])[NH:1][C:2]2[CH:3]=[CH:4][C:5]([C:8]3[N:9]([CH:22]4[CH2:23][CH2:24][CH2:25]4)[C:10]4[C:15]([C:16]=3[C:17]#[N:18])=[CH:14][CH:13]=[C:12]([O:19][CH2:20][CH3:21])[CH:11]=4)=[CH:6][CH:7]=2)[CH3:31])[CH2:34][CH2:33]1. The yield is 0.600. (3) The yield is 0.480. The reactants are [CH3:1][N:2]1[C:6]([CH3:7])=[CH:5][C:4]([NH:8][C:9]2[C:14](=[O:15])[N:13]([CH3:16])[CH:12]=[C:11]([C:17]3[C:22]([CH:23]=[O:24])=[C:21]([N:25]4[CH:37]=[CH:36][C:35]5[N:34]6[C:29]([CH2:30][CH2:31][CH2:32][CH2:33]6)=[CH:28][C:27]=5[C:26]4=[O:38])[N:20]=[CH:19][CH:18]=3)[CH:10]=2)=[N:3]1.[BH4-].[Na+]. The product is [CH3:1][N:2]1[C:6]([CH3:7])=[CH:5][C:4]([NH:8][C:9]2[C:14](=[O:15])[N:13]([CH3:16])[CH:12]=[C:11]([C:17]3[CH:18]=[CH:19][N:20]=[C:21]([N:25]4[CH:37]=[CH:36][C:35]5[N:34]6[C:29]([CH2:30][CH2:31][CH2:32][CH2:33]6)=[CH:28][C:27]=5[C:26]4=[O:38])[C:22]=3[CH2:23][OH:24])[CH:10]=2)=[N:3]1. The catalyst is CO. (4) The reactants are [NH2:1][C@@H:2]([C:4]([OH:6])=[O:5])[CH3:3].C(=O)([O-])[O-].[Na+].[Na+].[C:13](O[C:13]([O:15][C:16]([CH3:19])([CH3:18])[CH3:17])=[O:14])([O:15][C:16]([CH3:19])([CH3:18])[CH3:17])=[O:14]. The catalyst is C1COCC1. The product is [C:13]([NH:1][C@@H:2]([C:4]([OH:6])=[O:5])[CH3:3])([O:15][C:16]([CH3:19])([CH3:18])[CH3:17])=[O:14]. The yield is 0.913. (5) The reactants are [CH2:1]([N:8]1[CH2:13][CH2:12][NH:11][CH2:10][CH2:9]1)[C:2]1[CH:7]=[CH:6][CH:5]=[CH:4][CH:3]=1.[Cl:14][C:15]1[N:20]=[CH:19][C:18]([S:21](Cl)(=[O:23])=[O:22])=[CH:17][CH:16]=1. The catalyst is C(Cl)Cl. The product is [CH2:1]([N:8]1[CH2:13][CH2:12][N:11]([S:21]([C:18]2[CH:19]=[N:20][C:15]([Cl:14])=[CH:16][CH:17]=2)(=[O:23])=[O:22])[CH2:10][CH2:9]1)[C:2]1[CH:3]=[CH:4][CH:5]=[CH:6][CH:7]=1. The yield is 0.820. (6) The reactants are [CH2:1]([N:8]1[CH2:13][CH2:12][NH:11][CH2:10][CH2:9]1)[C:2]1[CH:7]=[CH:6][CH:5]=[CH:4][CH:3]=1.[CH:14]1([C:17](Cl)=[O:18])[CH2:16][CH2:15]1.C(N(C(C)C)CC)(C)C.CCOC(C)=O. The catalyst is ClCCCl. The product is [CH2:1]([N:8]1[CH2:13][CH2:12][N:11]([C:17]([CH:14]2[CH2:16][CH2:15]2)=[O:18])[CH2:10][CH2:9]1)[C:2]1[CH:3]=[CH:4][CH:5]=[CH:6][CH:7]=1. The yield is 0.990. (7) The reactants are Br[C:2]1[CH:3]=[C:4]2[C:8](=[CH:9][CH:10]=1)[C:7](=[O:11])[O:6][CH2:5]2.[B:12]1([B:12]2[O:16][C:15]([CH3:18])([CH3:17])[C:14]([CH3:20])([CH3:19])[O:13]2)[O:16][C:15]([CH3:18])([CH3:17])[C:14]([CH3:20])([CH3:19])[O:13]1.C([O-])(=O)C.[K+]. The product is [CH3:19][C:14]1([CH3:20])[C:15]([CH3:18])([CH3:17])[O:16][B:12]([C:2]2[CH:3]=[C:4]3[C:8](=[CH:9][CH:10]=2)[C:7](=[O:11])[O:6][CH2:5]3)[O:13]1. The catalyst is O1CCOCC1.C1C=CC(P(C2C=CC=CC=2)C2C=CC=CC=2)=CC=1.C1C=CC(P(C2C=CC=CC=2)C2C=CC=CC=2)=CC=1.Cl[Pd]Cl. The yield is 0.657. (8) The reactants are [NH2:1][C:2]([CH3:39])([CH3:38])[C:3]([N:5]1[CH2:10][CH2:9][C:8]([C:31]2[CH:36]=[CH:35][CH:34]=[C:33]([F:37])[CH:32]=2)([CH2:11][CH2:12][N:13]2[CH:18]3[CH2:19][CH2:20][CH:14]2[CH2:15][CH:16]([N:21]2[C:25]4[CH:26]=[CH:27][CH:28]=[CH:29][C:24]=4[N:23]=[C:22]2[CH3:30])[CH2:17]3)[CH2:7][CH2:6]1)=[O:4].[Cl:40][CH2:41][C:42](Cl)=[O:43].CCN(C(C)C)C(C)C. No catalyst specified. The product is [Cl:40][CH2:41][C:42]([NH:1][C:2]([CH3:39])([CH3:38])[C:3]([N:5]1[CH2:10][CH2:9][C:8]([C:31]2[CH:36]=[CH:35][CH:34]=[C:33]([F:37])[CH:32]=2)([CH2:11][CH2:12][N:13]2[CH:18]3[CH2:19][CH2:20][CH:14]2[CH2:15][CH:16]([N:21]2[C:25]4[CH:26]=[CH:27][CH:28]=[CH:29][C:24]=4[N:23]=[C:22]2[CH3:30])[CH2:17]3)[CH2:7][CH2:6]1)=[O:4])=[O:43]. The yield is 0.490. (9) The reactants are [H-].[Na+].[S:3]1[C:7]2[CH:8]=[CH:9][CH:10]=[CH:11][C:6]=2[N:5]=[C:4]1[CH2:12][C:13]([NH2:15])=[O:14].[Cl:16][C:17]1[N:22]=[C:21]([C:23]([F:26])([F:25])[F:24])[C:20]([C:27]([N:29]2[CH2:34][CH2:33][N:32]([CH3:35])[CH2:31][CH2:30]2)=[O:28])=[CH:19][N:18]=1. The catalyst is C1COCC1. The product is [ClH:16].[S:3]1[C:7]2[CH:8]=[CH:9][CH:10]=[CH:11][C:6]=2[NH:5][C:4]1=[C:12]([C:17]1[N:22]=[C:21]([C:23]([F:24])([F:26])[F:25])[C:20]([C:27]([N:29]2[CH2:30][CH2:31][N:32]([CH3:35])[CH2:33][CH2:34]2)=[O:28])=[CH:19][N:18]=1)[C:13]([NH2:15])=[O:14]. The yield is 0.330.